Task: Predict the reaction yield, written as a fraction of the theoretical maximum amount of product (1.0 means a 100% yield; for example, 0.34 means a 34% yield).. Dataset: Reaction yield outcomes from USPTO patents with 853,638 reactions (1) The reactants are [K+].[CH3:2][Si:3]([CH3:17])([CH3:16])[CH2:4][CH2:5][O:6][CH2:7][N:8]1[CH:12]=[N:11][C:10]([C:13]([O-:15])=O)=[N:9]1.CC[N:20]([CH:24]([CH3:26])C)[CH:21]([CH3:23])C.FC(F)(F)[C:29]([OH:31])=[O:30].[C:34]1([C:40]2[CH:45]=[C:44]([CH:46]3CCNCC3)[CH:43]=[CH:42][C:41]=2[NH:52]C(C2NC=C(C#N)N=2)=O)[CH2:39][CH2:38][CH2:37][CH2:36][CH:35]=1.C1CN([P+](Br)(N2[CH2:77][CH2:76][CH2:75]C2)N2CCCC2)CC1.F[P-](F)(F)(F)(F)F.[CH2:86](Cl)Cl. No catalyst specified. The product is [C:76]([O:31][C:29]([N:20]1[CH2:21][CH2:23][CH:46]([C:44]2[CH:43]=[CH:42][C:41]([NH:52][C:13]([C:10]3[N:11]=[CH:12][N:8]([CH2:7][O:6][CH2:5][CH2:4][Si:3]([CH3:2])([CH3:17])[CH3:16])[N:9]=3)=[O:15])=[C:40]([C:34]3[CH2:39][CH2:38][CH2:37][CH2:36][CH:35]=3)[CH:45]=2)[CH2:26][CH2:24]1)=[O:30])([CH3:75])([CH3:77])[CH3:86]. The yield is 0.550. (2) The reactants are [ClH:1].FC1C=C(NC(=O)CC(NC2C=CC(F)=CC=2)=O)C=CC=1[O:9][C:10]1[C:15]2=[C:16](C)[C:17](OCCN3CCOCC3)=[CH:18][N:14]2[N:13]=[CH:12][N:11]=1. The catalyst is C(N)=O. The product is [Cl:1][C:16]1[CH:17]=[CH:18][N:14]2[C:15]=1[C:10](=[O:9])[NH:11][CH:12]=[N:13]2. The yield is 0.670. (3) The reactants are [Br:1][C:2]1[CH:3]=[C:4]([O:19][CH3:20])[C:5]([Cl:18])=[C:6]([C:8]([C:10]2[CH:15]=[CH:14][C:13]([CH2:16][CH3:17])=[CH:12][CH:11]=2)=O)[CH:7]=1.C([SiH](CC)CC)C.B(F)(F)F.CCOCC. The catalyst is C(Cl)Cl. The product is [CH2:16]([C:13]1[CH:14]=[CH:15][C:10]([CH2:8][C:6]2[CH:7]=[C:2]([Br:1])[CH:3]=[C:4]([O:19][CH3:20])[C:5]=2[Cl:18])=[CH:11][CH:12]=1)[CH3:17]. The yield is 0.560.